Task: Predict the product of the given reaction.. Dataset: Forward reaction prediction with 1.9M reactions from USPTO patents (1976-2016) (1) Given the reactants [NH2:1][C:2]([CH3:38])([CH3:37])[C:3]([NH:5][C@H:6]([CH2:33][CH:34]([CH3:36])[CH3:35])[C:7]([NH:9][CH:10]1[CH2:19][C:18]2[C:13](=[C:14]([N:20]3[CH2:24][CH2:23][CH2:22][C:21]3=[O:25])[CH:15]=[CH:16][CH:17]=2)[N:12]([CH2:26][C:27]2[CH:31]=[CH:30][S:29][CH:28]=2)[C:11]1=[O:32])=[O:8])=[O:4].[ClH:39], predict the reaction product. The product is: [ClH:39].[NH2:1][C:2]([CH3:37])([CH3:38])[C:3]([NH:5][C@H:6]([CH2:33][CH:34]([CH3:35])[CH3:36])[C:7]([NH:9][CH:10]1[CH2:19][C:18]2[C:13](=[C:14]([N:20]3[CH2:24][CH2:23][CH2:22][C:21]3=[O:25])[CH:15]=[CH:16][CH:17]=2)[N:12]([CH2:26][C:27]2[CH:31]=[CH:30][S:29][CH:28]=2)[C:11]1=[O:32])=[O:8])=[O:4]. (2) The product is: [CH3:18][O:19][C:20]1[CH:21]=[C:22]([N:28]2[CH2:29][CH2:30][N:31]([C:15]([C:8]3[CH:9]=[C:10]4[CH2:14][S:13][CH2:12][N:11]4[C:7]=3[C:1]3[CH:2]=[CH:3][CH:4]=[CH:5][CH:6]=3)=[O:17])[CH2:32][CH2:33]2)[CH:23]=[C:24]([O:26][CH3:27])[CH:25]=1. Given the reactants [C:1]1([C:7]2[N:11]3[CH2:12][S:13][CH2:14][C:10]3=[CH:9][C:8]=2[C:15]([OH:17])=O)[CH:6]=[CH:5][CH:4]=[CH:3][CH:2]=1.[CH3:18][O:19][C:20]1[CH:21]=[C:22]([N:28]2[CH2:33][CH2:32][NH:31][CH2:30][CH2:29]2)[CH:23]=[C:24]([O:26][CH3:27])[CH:25]=1.Cl.CN(C)CCCN=C=NCC.O.ON1C2C=CC=CC=2N=N1, predict the reaction product.